Dataset: Forward reaction prediction with 1.9M reactions from USPTO patents (1976-2016). Task: Predict the product of the given reaction. (1) Given the reactants [NH2:1][CH:2]([CH2:13][C:14]1[CH:19]=[CH:18][C:17]([C:20]([F:23])([F:22])[F:21])=[CH:16][CH:15]=1)[CH:3]([C:5]1[CH:10]=[CH:9][C:8]([O:11][CH3:12])=[CH:7][CH:6]=1)[OH:4].[F:24][C:25]1[C:34]2[C:29](=[CH:30][CH:31]=[CH:32][CH:33]=2)[C:28]([C:35](O)=[O:36])=[CH:27][CH:26]=1.Cl.C(N=C=NCCCN(C)C)C.ON1C2C=CC=CC=2N=N1, predict the reaction product. The product is: [F:24][C:25]1[C:34]2[C:29](=[CH:30][CH:31]=[CH:32][CH:33]=2)[C:28]([C:35]([NH:1][CH:2]([CH2:13][C:14]2[CH:19]=[CH:18][C:17]([C:20]([F:21])([F:22])[F:23])=[CH:16][CH:15]=2)[CH:3]([OH:4])[C:5]2[CH:6]=[CH:7][C:8]([O:11][CH3:12])=[CH:9][CH:10]=2)=[O:36])=[CH:27][CH:26]=1. (2) Given the reactants C([NH:5][C:6]1[C:15]([C:16]2[O:21][CH2:20][CH2:19][CH2:18][C:17]=2[C:22]2[CH:27]=[C:26]([CH2:28][C:29]([CH3:32])([CH3:31])[CH3:30])[N:25]=[CH:24][N:23]=2)=[CH:14][C:13]2[C:8](=[CH:9][CH:10]=[C:11]([CH2:33][C:34]3[CH:39]=[CH:38][CH:37]=[CH:36][CH:35]=3)[CH:12]=2)[N:7]=1)(C)(C)C.C(O)(C(F)(F)F)=O, predict the reaction product. The product is: [CH2:28]([C:26]1[N:25]=[CH:24][N:23]=[C:22]([C:17]2[CH2:18][CH2:19][CH2:20][O:21][C:16]=2[C:15]2[C:6]([NH2:5])=[N:7][C:8]3[C:13]([CH:14]=2)=[CH:12][C:11]([C:33]2[CH:34]=[CH:39][CH:38]=[CH:37][C:36]=2[CH3:35])=[CH:10][CH:9]=3)[CH:27]=1)[C:29]([CH3:30])([CH3:31])[CH3:32]. (3) Given the reactants C[Si]([N-][Si](C)(C)C)(C)C.[Li+].F[C:12]1[CH:17]=[C:16]([O:18][CH3:19])[CH:15]=[CH:14][C:13]=1[C:20]1[NH:29][C:28](=[O:30])[C:27]2[C:22](=[CH:23][C:24]([O:33][CH3:34])=[CH:25][C:26]=2[O:31][CH3:32])[N:21]=1.[N:35]1([CH2:40][CH2:41][NH2:42])[CH2:39][CH2:38][CH2:37][CH2:36]1, predict the reaction product. The product is: [CH3:32][O:31][C:26]1[CH:25]=[C:24]([O:33][CH3:34])[CH:23]=[C:22]2[C:27]=1[C:28](=[O:30])[NH:29][C:20]([C:13]1[CH:14]=[CH:15][C:16]([O:18][CH3:19])=[CH:17][C:12]=1[NH:42][CH2:41][CH2:40][N:35]1[CH2:39][CH2:38][CH2:37][CH2:36]1)=[N:21]2. (4) Given the reactants Cl.[CH:2]1([C:5]2[CH:10]=[C:9]([CH:11]=[O:12])[CH:8]=[C:7]([O:13]COC)[C:6]=2[C:17]2[CH:22]=[CH:21][C:20]([F:23])=[CH:19][CH:18]=2)[CH2:4][CH2:3]1, predict the reaction product. The product is: [CH:2]1([C:5]2[CH:10]=[C:9]([CH:11]=[O:12])[CH:8]=[C:7]([OH:13])[C:6]=2[C:17]2[CH:18]=[CH:19][C:20]([F:23])=[CH:21][CH:22]=2)[CH2:3][CH2:4]1. (5) Given the reactants Br[C:2]1[C:10]2[N:9]3[CH2:11][CH2:12][CH2:13][NH:14][C:15](=[O:16])[C:8]3=[CH:7][C:6]=2[CH:5]=[C:4]([C:17]#[N:18])[CH:3]=1.[F:19][C:20]1[CH:21]=[C:22](B(O)O)[CH:23]=[C:24]([F:27])[C:25]=1[F:26], predict the reaction product. The product is: [O:16]=[C:15]1[C:8]2=[CH:7][C:6]3[CH:5]=[C:4]([C:17]#[N:18])[CH:3]=[C:2]([C:22]4[CH:21]=[C:20]([F:19])[C:25]([F:26])=[C:24]([F:27])[CH:23]=4)[C:10]=3[N:9]2[CH2:11][CH2:12][CH2:13][NH:14]1. (6) Given the reactants Br[C:2]1[CH:3]=[N:4][C:5]([O:8][C@@H:9]2[C@H:16]3[CH2:17][N:12]([CH2:13][CH2:14][CH2:15]3)[CH2:11][CH2:10]2)=[N:6][CH:7]=1.[NH:18]1[C:26]2[C:21](=[CH:22][C:23](B(O)O)=[CH:24][CH:25]=2)[CH:20]=[CH:19]1.C([O-])([O-])=O.[Na+].[Na+], predict the reaction product. The product is: [NH:18]1[C:26]2[C:21](=[CH:22][C:23]([C:2]3[CH:3]=[N:4][C:5]([O:8][C@@H:9]4[C@H:16]5[CH2:17][N:12]([CH2:13][CH2:14][CH2:15]5)[CH2:11][CH2:10]4)=[N:6][CH:7]=3)=[CH:24][CH:25]=2)[CH:20]=[CH:19]1.